This data is from Catalyst prediction with 721,799 reactions and 888 catalyst types from USPTO. The task is: Predict which catalyst facilitates the given reaction. Reactant: [O:1]1CCO[CH:2]1[CH2:6][CH2:7][CH2:8][O:9][C:10]1[CH:11]=[C:12]([CH:40]=[C:41]([O:43][CH2:44][CH2:45][CH3:46])[CH:42]=1)[O:13][C:14]1[C:15]([NH:26][S:27]([C:30]2[CH:35]=[CH:34][C:33]([O:36][CH3:37])=[C:32]([O:38][CH3:39])[CH:31]=2)(=[O:29])=[O:28])=[CH:16][C:17]2[N:21]([CH3:22])[C:20](=[O:23])[N:19]([CH3:24])[C:18]=2[CH:25]=1.CC1C=CC(S(O)(=O)=O)=CC=1. Product: [CH3:24][N:19]1[C:18]2[CH:25]=[C:14]([O:13][C:12]3[CH:40]=[C:41]([O:43][CH2:44][CH2:45][CH3:46])[CH:42]=[C:10]([O:9][CH2:8][CH2:7][CH2:6][CH:2]=[O:1])[CH:11]=3)[C:15]([NH:26][S:27]([C:30]3[CH:35]=[CH:34][C:33]([O:36][CH3:37])=[C:32]([O:38][CH3:39])[CH:31]=3)(=[O:28])=[O:29])=[CH:16][C:17]=2[N:21]([CH3:22])[C:20]1=[O:23]. The catalyst class is: 20.